The task is: Predict the reactants needed to synthesize the given product.. This data is from Full USPTO retrosynthesis dataset with 1.9M reactions from patents (1976-2016). (1) Given the product [NH2:8][C:9]1[CH:10]=[C:11]([CH:22]=[CH:23][CH:24]=1)[CH2:12][C:13]1[CH:14]=[C:15]([C:18]([O:20][CH3:21])=[O:19])[S:16][CH:17]=1, predict the reactants needed to synthesize it. The reactants are: C(OC([NH:8][C:9]1[CH:10]=[C:11]([CH:22]=[CH:23][CH:24]=1)[CH2:12][C:13]1[CH:14]=[C:15]([C:18]([O:20][CH3:21])=[O:19])[S:16][CH:17]=1)=O)(C)(C)C.CCOC(C)=O.Cl.C([O-])(O)=O.[Na+]. (2) Given the product [C:1]([C:3]1[CH:23]=[CH:22][C:6]([CH2:7][C:8]2[CH:17]=[C:12]3[C:11]([CH2:18][N:25]([C@@H:26]4[C@@H:31]([OH:32])[CH2:30][CH2:29][O:28][CH2:27]4)[C:13]3=[O:14])=[C:10]([CH3:20])[C:9]=2[CH3:21])=[CH:5][C:4]=1[F:24])#[N:2], predict the reactants needed to synthesize it. The reactants are: [C:1]([C:3]1[CH:23]=[CH:22][C:6]([CH2:7][C:8]2[C:9]([CH3:21])=[C:10]([CH3:20])[C:11]([CH:18]=O)=[C:12]([CH:17]=2)[C:13](OC)=[O:14])=[CH:5][C:4]=1[F:24])#[N:2].[NH2:25][C@@H:26]1[C@@H:31]([OH:32])[CH2:30][CH2:29][O:28][CH2:27]1. (3) Given the product [S:9](=[O:26])(=[O:25])([O:10][CH2:11][CH2:12][NH:13][S:14]([NH2:17])(=[O:15])=[O:16])[NH2:8], predict the reactants needed to synthesize it. The reactants are: C(OC([NH:8][S:9](=[O:26])(=[O:25])[O:10][CH2:11][CH2:12][NH:13][S:14]([NH:17]C(OC(C)(C)C)=O)(=[O:16])=[O:15])=O)(C)(C)C.FC(F)(F)C(O)=O.ClCCl. (4) Given the product [F:1][C:2]([F:18])([F:17])[C:3]([N:5]1[CH2:29][C:24](=[CH2:25])[C:9]2[CH:10]=[CH:11][C:12]([O:14][CH3:15])=[CH:13][C:8]=2[CH2:7][CH2:6]1)=[O:4], predict the reactants needed to synthesize it. The reactants are: [F:1][C:2]([F:18])([F:17])[C:3]([NH:5][CH2:6][CH2:7][C:8]1[CH:13]=[C:12]([O:14][CH3:15])[CH:11]=[CH:10][C:9]=1I)=[O:4].CC([O-])=O.[K+].[CH:24]1[CH:29]=CC(P(C2C=CC=CC=2)C2C=CC=CC=2)=C[CH:25]=1. (5) Given the product [CH3:8][C:7]1[C:2]([C:29]2[CH:28]=[CH:27][CH:26]=[C:25]([N+:22]([O-:24])=[O:23])[CH:30]=2)=[CH:3][C:4]([NH:9][C:10](=[O:21])[C:11]2[CH:16]=[CH:15][CH:14]=[C:13]([C:17]([F:20])([F:19])[F:18])[CH:12]=2)=[CH:5][CH:6]=1, predict the reactants needed to synthesize it. The reactants are: I[C:2]1[CH:3]=[C:4]([NH:9][C:10](=[O:21])[C:11]2[CH:16]=[CH:15][CH:14]=[C:13]([C:17]([F:20])([F:19])[F:18])[CH:12]=2)[CH:5]=[CH:6][C:7]=1[CH3:8].[N+:22]([C:25]1[CH:26]=[C:27](B(O)O)[CH:28]=[CH:29][CH:30]=1)([O-:24])=[O:23].C1(C)C=CC=CC=1.C([O-])([O-])=O.[K+].[K+].